From a dataset of Forward reaction prediction with 1.9M reactions from USPTO patents (1976-2016). Predict the product of the given reaction. (1) Given the reactants [Br:1][C:2]1[CH:8]=[C:7]([F:9])[C:5]([NH2:6])=[C:4]([F:10])[CH:3]=1.[CH2:11](Br)[C:12]1[CH:17]=[CH:16][CH:15]=[CH:14][CH:13]=1.C(=O)([O-])[O-].[K+].[K+], predict the reaction product. The product is: [CH2:11]([N:6]([CH2:11][C:12]1[CH:17]=[CH:16][CH:15]=[CH:14][CH:13]=1)[C:5]1[C:7]([F:9])=[CH:8][C:2]([Br:1])=[CH:3][C:4]=1[F:10])[C:12]1[CH:17]=[CH:16][CH:15]=[CH:14][CH:13]=1. (2) Given the reactants I[C:2]1[C:10]2[C:5](=[N:6][CH:7]=[N:8][C:9]=2[NH2:11])[N:4]([CH:12]2[CH2:17][CH2:16][CH2:15][N:14]([CH2:18][CH2:19][O:20][CH3:21])[CH2:13]2)[N:3]=1.[CH3:22][C:23]1[CH:24]=[C:25]([CH3:48])[C:26]2[O:30][C:29]([NH:31][C:32]3[CH:37]=[CH:36][C:35](B4OC(C)(C)C(C)(C)O4)=[CH:34][CH:33]=3)=[N:28][C:27]=2[CH:47]=1.C(=O)([O-])[O-].[Na+].[Na+], predict the reaction product. The product is: [NH2:11][C:9]1[N:8]=[CH:7][N:6]=[C:5]2[N:4]([CH:12]3[CH2:17][CH2:16][CH2:15][N:14]([CH2:18][CH2:19][O:20][CH3:21])[CH2:13]3)[N:3]=[C:2]([C:35]3[CH:34]=[CH:33][C:32]([NH:31][C:29]4[O:30][C:26]5[C:25]([CH3:48])=[CH:24][C:23]([CH3:22])=[CH:47][C:27]=5[N:28]=4)=[CH:37][CH:36]=3)[C:10]=12. (3) Given the reactants [CH2:1]([C:13]1[CH:19]=[CH:18][C:16]([NH2:17])=CC=1)[CH2:2][CH2:3]CCCCCCCCC.[NH:20]1[CH:24]=[CH:23][N:22]=[CH:21]1.C(Cl)(=O)C=C.C([O-])(O)=O.[Na+].C([N:37](CC)CC)C, predict the reaction product. The product is: [CH2:13]1[CH2:1][CH2:2][CH2:3][N:17]([CH2:24][CH2:23][N:22]=[C:21]([NH2:37])[NH2:20])[CH2:16][CH2:18][CH2:19]1. (4) Given the reactants [O:1]1[CH2:6][CH2:5][CH:4]([C:7]2[CH:8]=[CH:9][C:10]([NH2:13])=[N:11][CH:12]=2)[CH2:3][CH2:2]1.C(#N)C.C1C(=O)N([Br:24])C(=O)C1, predict the reaction product. The product is: [Br:24][C:9]1[C:10]([NH2:13])=[N:11][CH:12]=[C:7]([CH:4]2[CH2:5][CH2:6][O:1][CH2:2][CH2:3]2)[CH:8]=1. (5) Given the reactants Br[C:2]1[CH:3]=[C:4]2[C:9](=[CH:10][CH:11]=1)[N:8]=[CH:7][CH:6]=[CH:5]2.[C:12]([O:16][CH2:17][CH3:18])(=[O:15])[CH:13]=[CH2:14].C(N(CC)CC)C, predict the reaction product. The product is: [CH2:17]([O:16][C:12](=[O:15])[CH:13]=[CH:14][C:2]1[CH:3]=[C:4]2[C:9](=[CH:10][CH:11]=1)[N:8]=[CH:7][CH:6]=[CH:5]2)[CH3:18]. (6) Given the reactants [NH2:1][C@@H:2]1[CH2:7][C@H:6]([N:8]([C:13]([C:15]2[C:16]([NH:25][CH2:26][CH2:27][CH2:28][S:29][CH3:30])=[N:17][C:18]([C:21]([CH3:24])([CH3:23])[CH3:22])=[N:19][CH:20]=2)=[O:14])[CH2:9][CH:10]([CH3:12])[CH3:11])[CH2:5][N:4]([C:31]([O:33][C:34]([CH3:37])([CH3:36])[CH3:35])=[O:32])[CH2:3]1.CC(C)([O-])C.[K+].Cl[CH2:45][CH2:46][CH2:47][N:48]=[C:49]=[O:50], predict the reaction product. The product is: [C:21]([C:18]1[N:17]=[C:16]([NH:25][CH2:26][CH2:27][CH2:28][S:29][CH3:30])[C:15]([C:13]([N:8]([CH2:9][CH:10]([CH3:12])[CH3:11])[C@H:6]2[CH2:7][C@@H:2]([N:1]3[CH2:45][CH2:46][CH2:47][NH:48][C:49]3=[O:50])[CH2:3][N:4]([C:31]([O:33][C:34]([CH3:35])([CH3:36])[CH3:37])=[O:32])[CH2:5]2)=[O:14])=[CH:20][N:19]=1)([CH3:24])([CH3:22])[CH3:23]. (7) Given the reactants [H-].[Na+].[C:3]([C:5]1[CH:10]=[CH:9][C:8]([OH:11])=[CH:7][CH:6]=1)#[N:4].[CH3:12][N:13]([CH3:17])[C:14](Cl)=[S:15].O, predict the reaction product. The product is: [CH3:12][N:13]([CH3:17])[C:14]([O:11][C:8]1[CH:9]=[CH:10][C:5]([C:3]#[N:4])=[CH:6][CH:7]=1)=[S:15].